From a dataset of Forward reaction prediction with 1.9M reactions from USPTO patents (1976-2016). Predict the product of the given reaction. (1) Given the reactants [CH2:1]([NH:3][C:4]([NH:6][C:7]1[S:8][C:9]2[C:15]([C:16]3[N:17]=[C:18]([O:21]C)[S:19][CH:20]=3)=[CH:14][C:13]([C:23]3[CH:24]=[N:25][CH:26]=[CH:27][CH:28]=3)=[CH:12][C:10]=2[N:11]=1)=[O:5])[CH3:2].B(Br)(Br)Br, predict the reaction product. The product is: [CH2:1]([NH:3][C:4]([NH:6][C:7]1[S:8][C:9]2[C:15]([C:16]3[N:17]=[C:18]([OH:21])[S:19][CH:20]=3)=[CH:14][C:13]([C:23]3[CH:24]=[N:25][CH:26]=[CH:27][CH:28]=3)=[CH:12][C:10]=2[N:11]=1)=[O:5])[CH3:2]. (2) Given the reactants C(S[C:9]1[S:10][C:11]([CH2:14][N:15]2[C:20](=[N:21][N+:22]([O-:24])=[O:23])[N:19]([CH3:25])[CH2:18][O:17][CH2:16]2)=[CH:12][N:13]=1)C1C=CC=CC=1.[ClH:26].ClCl, predict the reaction product. The product is: [Cl:26][C:9]1[S:10][C:11]([CH2:14][N:15]2[C:20](=[N:21][N+:22]([O-:24])=[O:23])[N:19]([CH3:25])[CH2:18][O:17][CH2:16]2)=[CH:12][N:13]=1. (3) The product is: [Br:1][C:2]1[CH:3]=[C:4]([N:10]([CH3:20])[C:11](=[O:17])[O:12][C:13]([CH3:14])([CH3:16])[CH3:15])[C:5](=[O:9])[N:6]([CH3:8])[CH:7]=1. Given the reactants [Br:1][C:2]1[CH:3]=[C:4]([NH:10][C:11](=[O:17])[O:12][C:13]([CH3:16])([CH3:15])[CH3:14])[C:5](=[O:9])[N:6]([CH3:8])[CH:7]=1.[H-].[Na+].[CH3:20]I, predict the reaction product. (4) Given the reactants [C:1](=O)(OC(Cl)(Cl)Cl)[O:2]C(Cl)(Cl)Cl.Cl.[NH2:14][CH:15]1[CH2:20][CH2:19][N:18]([C:21](=[O:27])[CH2:22][C:23]([F:26])([F:25])[F:24])[CH2:17][CH2:16]1.[CH3:28][O:29][C:30]1[CH:31]=[CH:32][CH:33]=[C:34]2[C:38]=1[CH:37]([NH:39][C:40]1[CH:49]=[CH:48][C:47]3[C:42](=[CH:43][CH:44]=[C:45]([NH2:50])[CH:46]=3)[N:41]=1)[CH2:36][CH2:35]2, predict the reaction product. The product is: [CH3:28][O:29][C:30]1[CH:31]=[CH:32][CH:33]=[C:34]2[C:38]=1[CH:37]([NH:39][C:40]1[CH:49]=[CH:48][C:47]3[C:42](=[CH:43][CH:44]=[C:45]([NH:50][C:1]([NH:14][CH:15]4[CH2:16][CH2:17][N:18]([C:21](=[O:27])[CH2:22][C:23]([F:24])([F:25])[F:26])[CH2:19][CH2:20]4)=[O:2])[CH:46]=3)[N:41]=1)[CH2:36][CH2:35]2. (5) Given the reactants C(OC([N:8]1[CH2:13][C:12](=[O:14])[N:11]([C:15]2[CH:20]=[CH:19][C:18]([O:21][CH2:22][CH2:23][CH2:24][O:25][CH2:26][C:27]3[CH:32]=[CH:31][CH:30]=[CH:29][C:28]=3[O:33][CH3:34])=[CH:17][CH:16]=2)[C@@H:10]([CH2:35][NH:36][C:37](=[O:46])[C:38]2[CH:43]=[CH:42][CH:41]=[CH:40][C:39]=2[O:44][CH3:45])[CH2:9]1)=O)(C)(C)C.C(Cl)(=O)C, predict the reaction product. The product is: [CH3:45][O:44][C:39]1[CH:40]=[CH:41][CH:42]=[CH:43][C:38]=1[C:37]([NH:36][CH2:35][C@H:10]1[CH2:9][NH:8][CH2:13][C:12](=[O:14])[N:11]1[C:15]1[CH:16]=[CH:17][C:18]([O:21][CH2:22][CH2:23][CH2:24][O:25][CH2:26][C:27]2[CH:32]=[CH:31][CH:30]=[CH:29][C:28]=2[O:33][CH3:34])=[CH:19][CH:20]=1)=[O:46]. (6) Given the reactants [F:1][C:2]1([F:58])[C:6]2[N:7]([CH2:14][C:15]([NH:17][C@H:18]([C:28]3[C:33]([C:34]4[CH:35]=[CH:36][CH:37]=[C:38]5[C:42]=4[N:41]([CH3:43])[N:40]=[C:39]5[NH:44][S:45]([CH3:48])(=[O:47])=[O:46])=[CH:32][CH:31]=[C:30]([C:49]#[C:50]C4(O)CCOC4)[N:29]=3)[CH2:19][C:20]3[CH:25]=[C:24]([F:26])[CH:23]=[C:22]([F:27])[CH:21]=3)=[O:16])[N:8]=[C:9]([C:10]([F:13])([F:12])[F:11])[C:5]=2[C@H:4]2[CH2:57][C@@H:3]12.C([CH:61]1[CH2:66][CH2:65][CH2:64][CH2:63][N:62]1[C:67]([O:69][C:70]([CH3:73])([CH3:72])[CH3:71])=[O:68])#C, predict the reaction product. The product is: [F:1][C:2]1([F:58])[C:6]2[N:7]([CH2:14][C:15]([NH:17][C@H:18]([C:28]3[N:29]=[C:30]([C:49]#[C:50][CH:61]4[CH2:66][CH2:65][CH2:64][CH2:63][N:62]4[C:67]([O:69][C:70]([CH3:73])([CH3:72])[CH3:71])=[O:68])[CH:31]=[CH:32][C:33]=3[C:34]3[CH:35]=[CH:36][CH:37]=[C:38]4[C:42]=3[N:41]([CH3:43])[N:40]=[C:39]4[NH:44][S:45]([CH3:48])(=[O:47])=[O:46])[CH2:19][C:20]3[CH:21]=[C:22]([F:27])[CH:23]=[C:24]([F:26])[CH:25]=3)=[O:16])[N:8]=[C:9]([C:10]([F:12])([F:13])[F:11])[C:5]=2[C@H:4]2[CH2:57][C@@H:3]12. (7) Given the reactants C1(O[C:8](=[O:27])[NH:9][C:10]2[S:11][C:12]3[C:18]([N:19]4[CH2:24][CH2:23][O:22][CH2:21][CH2:20]4)=[CH:17][CH:16]=[C:15]([O:25][CH3:26])[C:13]=3[N:14]=2)C=CC=CC=1.C(N(C(C)C)C(C)C)C.[OH:37][C:38]1([CH3:44])[CH2:43][CH2:42][NH:41][CH2:40][CH2:39]1, predict the reaction product. The product is: [CH3:26][O:25][C:15]1[C:13]2[N:14]=[C:10]([NH:9][C:8]([N:41]3[CH2:42][CH2:43][C:38]([OH:37])([CH3:44])[CH2:39][CH2:40]3)=[O:27])[S:11][C:12]=2[C:18]([N:19]2[CH2:20][CH2:21][O:22][CH2:23][CH2:24]2)=[CH:17][CH:16]=1. (8) Given the reactants [Cl:1][C:2]1[N:7]=[CH:6][C:5]([CH2:8][OH:9])=[CH:4][CH:3]=1.CC(C)([O-])C.[K+].FC(F)(F)S(O[CH2:22][C:23]([F:26])([F:25])[F:24])(=O)=O.CCOC(C)=O, predict the reaction product. The product is: [Cl:1][C:2]1[CH:3]=[CH:4][C:5]([CH2:8][O:9][CH2:22][C:23]([F:26])([F:25])[F:24])=[CH:6][N:7]=1. (9) Given the reactants [Cl:1][C:2]1[C:11]([S:12](Cl)(=[O:14])=[O:13])=[CH:10][CH:9]=[CH:8][C:3]=1[C:4]([O:6][CH3:7])=[O:5].C([O-])([O-])=O.[K+].[K+].[CH2:22]([NH2:24])[CH3:23], predict the reaction product. The product is: [Cl:1][C:2]1[C:11]([S:12]([NH:24][CH2:22][CH3:23])(=[O:14])=[O:13])=[CH:10][CH:9]=[CH:8][C:3]=1[C:4]([O:6][CH3:7])=[O:5].